Predict the reaction yield, written as a fraction of the theoretical maximum amount of product (1.0 means a 100% yield; for example, 0.34 means a 34% yield). From a dataset of Reaction yield outcomes from USPTO patents with 853,638 reactions. (1) The reactants are [CH2:1]([O:8][C:9](=[O:47])[NH:10][C:11]12[CH2:19][CH2:18][CH:15]([CH2:16][CH2:17]1)[CH2:14][N:13]1[C:20](=[O:46])[C:21]([O:38][CH2:39][C:40]3[CH:45]=[CH:44][CH:43]=[CH:42][CH:41]=3)=[C:22]([C:24](=O)[NH:25][CH2:26][C:27](=O)[CH2:28][C:29]3[CH:34]=[CH:33][C:32]([F:35])=[CH:31][CH:30]=3)[N:23]=[C:12]21)[C:2]1[CH:7]=[CH:6][CH:5]=[CH:4][CH:3]=1.COC1C=CC(P2(SP(C3C=CC(OC)=CC=3)(=S)S2)=[S:57])=CC=1. The catalyst is C1(C)C=CC=CC=1. The product is [CH2:1]([O:8][C:9](=[O:47])[NH:10][C:11]12[CH2:19][CH2:18][CH:15]([CH2:16][CH2:17]1)[CH2:14][N:13]1[C:20](=[O:46])[C:21]([O:38][CH2:39][C:40]3[CH:45]=[CH:44][CH:43]=[CH:42][CH:41]=3)=[C:22]([C:24]3[S:57][C:27]([CH2:28][C:29]4[CH:34]=[CH:33][C:32]([F:35])=[CH:31][CH:30]=4)=[CH:26][N:25]=3)[N:23]=[C:12]21)[C:2]1[CH:7]=[CH:6][CH:5]=[CH:4][CH:3]=1. The yield is 0.502. (2) The reactants are Br[C:2]1[CH:3]=[C:4]2[N:10]=[CH:9][N:8]([CH2:11][C:12]3[CH:28]=[CH:27][C:15]4[N:16]=[C:17]([NH:19][C@@H:20]5[CH2:25][CH2:24][CH2:23][CH2:22][C@H:21]5[OH:26])[S:18][C:14]=4[CH:13]=3)[C:5]2=[N:6][CH:7]=1.[CH3:29][S:30]([O-:32])=[O:31].[Na+].CN(C)CCN. The product is [CH3:29][S:30]([C:2]1[CH:3]=[C:4]2[N:10]=[CH:9][N:8]([CH2:11][C:12]3[CH:28]=[CH:27][C:15]4[N:16]=[C:17]([NH:19][C@@H:20]5[CH2:25][CH2:24][CH2:23][CH2:22][C@H:21]5[OH:26])[S:18][C:14]=4[CH:13]=3)[C:5]2=[N:6][CH:7]=1)(=[O:32])=[O:31]. The catalyst is CS(C)=O. The yield is 0.120. (3) The reactants are [CH3:1][CH:2]([CH3:43])[C@H:3]([NH:38][C:39](=[O:42])[O:40][CH3:41])[C:4](=[O:37])[N:5]1[CH2:9][CH2:8][CH2:7][C@H:6]1[C:10]1[NH:11][C:12]([C:15]2[CH:20]=[CH:19][C:18]([C:21]3[CH:26]=[CH:25][C:24]([C:27]4[NH:31][C:30]([C@@H:32]5[CH2:36][CH2:35][CH2:34][NH:33]5)=[N:29][CH:28]=4)=[CH:23][CH:22]=3)=[CH:17][CH:16]=2)=[CH:13][N:14]=1.CCN(C(C)C)C(C)C.[CH3:53][CH:54]([CH3:66])[C@H:55]([NH:59][C:60]1[CH:61]=[N:62][CH:63]=[CH:64][CH:65]=1)[C:56](O)=[O:57].CN(C(ON1N=NC2C=CC=NC1=2)=[N+](C)C)C.F[P-](F)(F)(F)(F)F. The catalyst is CN(C=O)C. The product is [CH3:1][CH:2]([CH3:43])[C@H:3]([NH:38][C:39](=[O:42])[O:40][CH3:41])[C:4]([N:5]1[CH2:9][CH2:8][CH2:7][C@H:6]1[C:10]1[NH:11][C:12]([C:15]2[CH:20]=[CH:19][C:18]([C:21]3[CH:22]=[CH:23][C:24]([C:27]4[NH:31][C:30]([C@@H:32]5[CH2:36][CH2:35][CH2:34][N:33]5[C:56](=[O:57])[C@H:55]([CH:54]([CH3:53])[CH3:66])[NH:59][C:60]5[CH:61]=[N:62][CH:63]=[CH:64][CH:65]=5)=[N:29][CH:28]=4)=[CH:25][CH:26]=3)=[CH:17][CH:16]=2)=[CH:13][N:14]=1)=[O:37]. The yield is 0.560. (4) The reactants are [F:1][C:2]1[C:11]([F:12])=[C:10]([F:13])[C:9](F)=[C:8]2[C:3]=1[C:4](=[O:30])[C:5]([C:25]([O:27][CH2:28][CH3:29])=[O:26])=[CH:6][N:7]2N[C@H](C1C=CC=CC=1)CO.[H-].[Na+].[OH2:33]. The product is [F:1][C:2]1[C:3]2[C:4](=[O:30])[C:5]([C:25]([O:27][CH2:28][CH3:29])=[O:26])=[CH:6][N:7]3[C@H:4]([C:3]4[CH:8]=[CH:9][CH:10]=[CH:11][CH:2]=4)[CH2:5][O:33][C:9]([C:8]=23)=[C:10]([F:13])[C:11]=1[F:12]. The yield is 0.110. The catalyst is C1COCC1. (5) The reactants are [CH3:1][N:2]([CH2:4][C:5]1[CH:22]=[CH:21][C:8](/[CH:9]=[N:10]/[C:11]2[CH:19]=[CH:18][CH:17]=[C:16]3[C:12]=2[CH2:13][O:14][C:15]3=[O:20])=[CH:7][CH:6]=1)[CH3:3].[CH2:23]([C:25]1[CH:32]=[CH:31][C:28]([CH:29]=O)=[CH:27][CH:26]=1)[CH3:24].[O-:33][CH2:34][CH3:35].[Na+].C(O)C. The catalyst is C(OCC)(=O)CC. The product is [CH3:1][N:2]([CH2:4][C:5]1[CH:22]=[CH:21][C:8]([CH:9]2[CH:29]([C:28]3[CH:31]=[CH:32][C:25]([CH2:23][CH3:24])=[CH:26][CH:27]=3)[C:34](=[O:33])[C:35]3[C:16]([C:15]([O:14][CH2:13][CH3:12])=[O:20])=[CH:17][CH:18]=[CH:19][C:11]=3[NH:10]2)=[CH:7][CH:6]=1)[CH3:3]. The yield is 0.320. (6) The reactants are [Cl:1][C:2]1[CH:7]=[C:6]([C:8]2[C:17]3[C:12](=[CH:13][C:14]([S:19](OC4C(F)=C(F)C(F)=C(F)C=4F)(=[O:21])=[O:20])=[C:15]([F:18])[CH:16]=3)[CH:11]=[CH:10][N:9]=2)[C:5]([O:34][CH3:35])=[CH:4][C:3]=1[C:36]1[CH:41]=[CH:40][CH:39]=[C:38]([F:42])[CH:37]=1.[O:43]1[CH:47]=[CH:46][C:45]([NH2:48])=[N:44]1.C[Si]([N-][Si](C)(C)C)(C)C.[Li+]. The catalyst is C1COCC1. The product is [Cl:1][C:2]1[CH:7]=[C:6]([C:8]2[C:17]3[C:12](=[CH:13][C:14]([S:19]([NH:48][C:45]4[CH:46]=[CH:47][O:43][N:44]=4)(=[O:20])=[O:21])=[C:15]([F:18])[CH:16]=3)[CH:11]=[CH:10][N:9]=2)[C:5]([O:34][CH3:35])=[CH:4][C:3]=1[C:36]1[CH:41]=[CH:40][CH:39]=[C:38]([F:42])[CH:37]=1. The yield is 0.557. (7) The reactants are [CH:1]([N:4]1[C:8]([C:9]2[N:18]=[C:17]3[N:11]([CH2:12][CH2:13][O:14][C:15]4[CH:22]=[C:21]([OH:23])[CH:20]=[CH:19][C:16]=43)[CH:10]=2)=[N:7][CH:6]=[N:5]1)([CH3:3])[CH3:2].[C:24]([O:29][C:30]([CH3:33])([CH3:32])[CH3:31])(=[O:28])[C@@H:25]([CH3:27])O.CO. The catalyst is C(Cl)Cl. The product is [C:30]([O:29][C:24](=[O:28])[C@@H:25]([O:23][C:21]1[CH:20]=[CH:19][C:16]2[C:17]3[N:11]([CH2:12][CH2:13][O:14][C:15]=2[CH:22]=1)[CH:10]=[C:9]([C:8]1[N:4]([CH:1]([CH3:3])[CH3:2])[N:5]=[CH:6][N:7]=1)[N:18]=3)[CH3:27])([CH3:33])([CH3:32])[CH3:31]. The yield is 0.620. (8) The reactants are [Cl-].[F:2][C:3]([F:18])([F:17])[C:4]1[CH:5]=[C:6]([N:10]2[CH2:15][C@@H:14]3[CH2:16][C@H:11]2[CH2:12][NH2+:13]3)[CH:7]=[CH:8][CH:9]=1.C(=O)([O-])[O-].[Cs+].[Cs+].CS([C:29]1[N:34]=[CH:33][C:32]([C:35]([O:37][CH2:38][CH3:39])=[O:36])=[CH:31][N:30]=1)(=O)=O. The catalyst is CN(C=O)C.O.C(OCC)(=O)C. The product is [F:18][C:3]([F:2])([F:17])[C:4]1[CH:5]=[C:6]([N:10]2[CH2:15][C@@H:14]3[CH2:16][C@H:11]2[CH2:12][N:13]3[C:29]2[N:30]=[CH:31][C:32]([C:35]([O:37][CH2:38][CH3:39])=[O:36])=[CH:33][N:34]=2)[CH:7]=[CH:8][CH:9]=1. The yield is 0.450.